From a dataset of Peptide-MHC class II binding affinity with 134,281 pairs from IEDB. Regression. Given a peptide amino acid sequence and an MHC pseudo amino acid sequence, predict their binding affinity value. This is MHC class II binding data. The peptide sequence is INEPTAAAIIYGLDR. The MHC is HLA-DQA10501-DQB10301 with pseudo-sequence HLA-DQA10501-DQB10301. The binding affinity (normalized) is 0.686.